From a dataset of Catalyst prediction with 721,799 reactions and 888 catalyst types from USPTO. Predict which catalyst facilitates the given reaction. (1) Reactant: [CH:1]1([C:4]2[N:8]=[C:7]([C:9]3[C:17]4[CH2:16][CH2:15][O:14][CH2:13][C:12]=4[S:11][C:10]=3[NH2:18])[O:6][N:5]=2)[CH2:3][CH2:2]1.C1CCN2C(=NCCC2)CC1.[C:30]12[C:38](=[O:39])[O:37][C:35](=[O:36])[C:31]=1[CH2:32][CH2:33][CH2:34]2.Cl. The catalyst class is: 210. Product: [CH:1]1([C:4]2[N:8]=[C:7]([C:9]3[C:17]4[CH2:16][CH2:15][O:14][CH2:13][C:12]=4[S:11][C:10]=3[NH:18][C:38]([C:30]3[CH2:34][CH2:33][CH2:32][C:31]=3[C:35]([OH:37])=[O:36])=[O:39])[O:6][N:5]=2)[CH2:3][CH2:2]1. (2) Reactant: [NH2:1][C:2]1[C:7]([CH:8]=O)=[CH:6][N:5]=[C:4]([Cl:10])[CH:3]=1.[CH3:11][O:12][C:13]1[CH:14]=[C:15]([CH2:21][C:22](OC)=[O:23])[CH:16]=[C:17]([O:19][CH3:20])[CH:18]=1.C([O-])([O-])=O.[K+].[K+].O. Product: [Cl:10][C:4]1[CH:3]=[C:2]2[C:7]([CH:8]=[C:21]([C:15]3[CH:16]=[C:17]([O:19][CH3:20])[CH:18]=[C:13]([O:12][CH3:11])[CH:14]=3)[C:22](=[O:23])[NH:1]2)=[CH:6][N:5]=1. The catalyst class is: 3. (3) Reactant: [F:1][C:2]1[CH:3]=[CH:4][C:5]2[N:9]=[CH:8][N:7]([C:10]3[N:18]=[C:17]4[C:13]([NH:14][C:15](=[O:30])[N:16]4[C@H:19]4[C:28]5[C:23](=[C:24]([F:29])[CH:25]=[CH:26][CH:27]=5)[O:22][CH2:21][CH2:20]4)=[CH:12][N:11]=3)[C:6]=2[CH:31]=1.[CH3:32]CN(P1(N(C)CCCN1)=NC(C)(C)C)CC.IC. Product: [F:1][C:2]1[CH:3]=[CH:4][C:5]2[N:9]=[CH:8][N:7]([C:10]3[N:18]=[C:17]4[C:13]([N:14]([CH3:32])[C:15](=[O:30])[N:16]4[C@H:19]4[C:28]5[C:23](=[C:24]([F:29])[CH:25]=[CH:26][CH:27]=5)[O:22][CH2:21][CH2:20]4)=[CH:12][N:11]=3)[C:6]=2[CH:31]=1. The catalyst class is: 10. (4) Reactant: [CH2:1]([O:3][C:4]([C:6]1[C:7]([CH3:18])=[C:8]2[C:13](Cl)=[C:12]([C:15]#[N:16])[CH:11]=[N:10][N:9]2[CH:17]=1)=[O:5])[CH3:2].[Cl:19][C:20]1[CH:21]=[C:22]([NH2:33])[CH:23]=[CH:24][C:25]=1[S:26][C:27]1[N:28]([CH3:32])[CH:29]=[CH:30][N:31]=1.[H-].[Na+].CCOC(C)=O. Product: [CH2:1]([O:3][C:4]([C:6]1[C:7]([CH3:18])=[C:8]2[C:13]([NH:33][C:22]3[CH:23]=[CH:24][C:25]([S:26][C:27]4[N:28]([CH3:32])[CH:29]=[CH:30][N:31]=4)=[C:20]([Cl:19])[CH:21]=3)=[C:12]([C:15]#[N:16])[CH:11]=[N:10][N:9]2[CH:17]=1)=[O:5])[CH3:2]. The catalyst class is: 1. (5) Reactant: [Cl:1][C:2]1[CH:3]=[C:4]([C:9]2[CH:30]=[CH:29][C:12]3[NH:13][C:14]([NH:16][C:17]([C:19]4[N:20]=[C:21]5[CH:26]=[CH:25][CH:24]=[C:23](Cl)[N:22]5[CH:28]=4)=[O:18])=[N:15][C:11]=3[CH:10]=2)[CH:5]=[C:6]([F:8])[CH:7]=1.[NH:31]1[CH2:35][CH2:34][C@@H:33]([OH:36])[CH2:32]1. Product: [Cl:1][C:2]1[CH:3]=[C:4]([C:9]2[CH:30]=[CH:29][C:12]3[NH:13][C:14]([NH:16][C:17]([C:19]4[N:20]=[C:21]5[CH:26]=[CH:25][CH:24]=[C:23]([N:31]6[CH2:35][CH2:34][C@@H:33]([OH:36])[CH2:32]6)[N:22]5[CH:28]=4)=[O:18])=[N:15][C:11]=3[CH:10]=2)[CH:5]=[C:6]([F:8])[CH:7]=1. The catalyst class is: 60.